Dataset: Retrosynthesis with 50K atom-mapped reactions and 10 reaction types from USPTO. Task: Predict the reactants needed to synthesize the given product. (1) Given the product CS(=O)(=O)c1ccc(Oc2cc(Cl)ccc2OCC(=O)O)cc1C(F)(F)F, predict the reactants needed to synthesize it. The reactants are: COC(=O)COc1ccc(Cl)cc1Oc1ccc(S(C)(=O)=O)c(C(F)(F)F)c1. (2) Given the product C[N+]1(C)CCN(CC(=O)O)CC1, predict the reactants needed to synthesize it. The reactants are: CCOC(=O)CN1CC[N+](C)(C)CC1. (3) Given the product C[Si](C)(C)CCOCn1cc(I)c2c(OC3CCOCC3)nc(Cl)nc21, predict the reactants needed to synthesize it. The reactants are: C[Si](C)(C)CCOCn1cc(I)c2c(Cl)nc(Cl)nc21.OC1CCOCC1. (4) Given the product CCn1cc(C(=O)Nc2ccc(Oc3ccnc4cc(OC)c(OC)cc34)c(F)c2)c(=O)n(-c2ccc(F)cc2)c1=O, predict the reactants needed to synthesize it. The reactants are: CCn1cc(C(=O)O)c(=O)n(-c2ccc(F)cc2)c1=O.COc1cc2nccc(Oc3ccc(N)cc3F)c2cc1OC. (5) Given the product CCNC(=O)CN(Cc1ccc(Cl)cc1)C1CCN(CCC=C2c3cc(C(C)(C)O)ccc3OCc3ncccc32)C1, predict the reactants needed to synthesize it. The reactants are: CC(C)(O)c1ccc2c(c1)/C(=C/CCBr)c1cccnc1CO2.CCNC(=O)CN(Cc1ccc(Cl)cc1)C1CCNC1. (6) Given the product CCc1ccc(Cc2cc([C@@H]3O[C@H](COCc4ccccc4)[C@@H](OCc4ccccc4)[C@H](OCc4ccccc4)[C@H]3OCc3ccccc3)c(COCCOC)cc2Cl)cc1, predict the reactants needed to synthesize it. The reactants are: CCc1ccc(Cc2cc([C@@H]3O[C@H](COCc4ccccc4)[C@@H](OCc4ccccc4)[C@H](OCc4ccccc4)[C@H]3OCc3ccccc3)c(COCCO)cc2Cl)cc1.CI.